This data is from Retrosynthesis with 50K atom-mapped reactions and 10 reaction types from USPTO. The task is: Predict the reactants needed to synthesize the given product. (1) Given the product COC(=O)N(NC(=O)c1c(OCC(=O)O)c(-c2ccccc2)nc2ccccc12)c1ccccc1, predict the reactants needed to synthesize it. The reactants are: COC(=O)COc1c(-c2ccccc2)nc2ccccc2c1C(=O)NN(C(=O)OC)c1ccccc1. (2) The reactants are: CC(C)[C@@H](NC(=O)OC(C)(C)C)C(=O)O.Nc1ccccc1NCc1ccccc1. Given the product CC(C)[C@@H](NC(=O)OC(C)(C)C)C(=O)Nc1ccccc1NCc1ccccc1, predict the reactants needed to synthesize it. (3) Given the product COC(=O)C=Cc1ccc(I)cc1, predict the reactants needed to synthesize it. The reactants are: COC(=O)C=P(c1ccccc1)(c1ccccc1)c1ccccc1.O=Cc1ccc(I)cc1. (4) Given the product O=C(CCc1ccc(Br)cc1)Cn1ccnc1, predict the reactants needed to synthesize it. The reactants are: O=C(CBr)CCc1ccc(Br)cc1.c1c[nH]cn1. (5) Given the product C=CCN(CC(c1ccccc1)c1ccccc1)C(=O)OC(C)(C)C, predict the reactants needed to synthesize it. The reactants are: C=CCBr.CC(C)(C)OC(=O)NCC(c1ccccc1)c1ccccc1. (6) Given the product N#CC1CCC2CSc3ccccc3C(=O)N2C1, predict the reactants needed to synthesize it. The reactants are: NC(=O)C1CCC2CSc3ccccc3C(=O)N2C1. (7) Given the product O=c1[nH]c(C2CN(c3nc(-c4ccccc4)cs3)C2)nc2c1cnn2C1CCCCC1, predict the reactants needed to synthesize it. The reactants are: O=c1[nH]c(C2CN(c3nc(Br)cs3)C2)nc2c1cnn2C1CCCCC1.OB(O)c1ccccc1. (8) Given the product C=Cc1c(F)c(N2CC3CC=CC(N)C3C2)c(F)c2c1c(=O)c(C(=O)O)cn2C1CC1, predict the reactants needed to synthesize it. The reactants are: C=Cc1c(F)c(F)c(F)c2c1c(=O)c(C(=O)O)cn2C1CC1.NC1C=CCC2CNCC12.